Dataset: Full USPTO retrosynthesis dataset with 1.9M reactions from patents (1976-2016). Task: Predict the reactants needed to synthesize the given product. (1) The reactants are: C[O:2][C:3]1[CH:12]=[C:11]2[C:6]([CH:7]=[C:8]([C:15]3[CH:20]=[CH:19][CH:18]=[C:17]([O:21]C)[CH:16]=3)[CH:9]=[C:10]2[C:13]#[N:14])=[CH:5][CH:4]=1.Cl.[NH+]1C=CC=CC=1.Cl. Given the product [OH:2][C:3]1[CH:12]=[C:11]2[C:6]([CH:7]=[C:8]([C:15]3[CH:20]=[CH:19][CH:18]=[C:17]([OH:21])[CH:16]=3)[CH:9]=[C:10]2[C:13]#[N:14])=[CH:5][CH:4]=1, predict the reactants needed to synthesize it. (2) Given the product [CH3:7][C:5]1[S:4][C:3]([C:8]2[CH:9]=[CH:10][N:34]=[C:32]([NH:31][C:23]3[CH:24]=[C:25]([O:29][CH3:30])[C:26]([O:27][CH3:28])=[C:21]([O:20][CH3:19])[CH:22]=3)[N:33]=2)=[C:2]([CH3:1])[N:6]=1, predict the reactants needed to synthesize it. The reactants are: [CH3:1][C:2]1[N:6]=[C:5]([CH3:7])[S:4][C:3]=1/[CH:8]=[CH:9]/[C:10](N(C)C)=O.[N+]([O-])(O)=O.[CH3:19][O:20][C:21]1[CH:22]=[C:23]([NH:31][C:32]([NH2:34])=[NH:33])[CH:24]=[C:25]([O:29][CH3:30])[C:26]=1[O:27][CH3:28]. (3) Given the product [C:1]([O:5][C:6](=[O:29])[NH:7][C@@H:8]1[CH2:13][CH2:12][CH2:11][N:10]([C:14]([C:15]2[CH:16]=[C:17]([O:26][CH3:27])[C:18]3[N:24]([CH3:25])[C:42]([C:34]4[N:33]([CH2:32][C:31]([F:45])([F:44])[F:30])[C:37]5=[N:38][CH:39]=[CH:40][CH:41]=[C:36]5[CH:35]=4)=[N:21][C:19]=3[CH:20]=2)=[O:28])[CH2:9]1)([CH3:4])([CH3:3])[CH3:2], predict the reactants needed to synthesize it. The reactants are: [C:1]([O:5][C:6](=[O:29])[NH:7][C@@H:8]1[CH2:13][CH2:12][CH2:11][N:10]([C:14](=[O:28])[C:15]2[CH:20]=[C:19]([N+:21]([O-])=O)[C:18]([NH:24][CH3:25])=[C:17]([O:26][CH3:27])[CH:16]=2)[CH2:9]1)([CH3:4])([CH3:3])[CH3:2].[F:30][C:31]([F:45])([F:44])[CH2:32][N:33]1[C:37]2=[N:38][CH:39]=[CH:40][CH:41]=[C:36]2[CH:35]=[C:34]1[CH:42]=O.S(S([O-])=O)([O-])=O.[Na+].[Na+]. (4) Given the product [OH:25][C:3]1[C:2]([N:27]([CH2:28][CH2:29][OH:30])[CH3:26])=[C:10]2[C:6]([CH:7]=[N:8][N:9]2[CH2:11][C@@H:12]([NH:14][C:15](=[O:24])[O:16][CH2:17][C:18]2[CH:23]=[CH:22][CH:21]=[CH:20][CH:19]=2)[CH3:13])=[CH:5][CH:4]=1, predict the reactants needed to synthesize it. The reactants are: Br[C:2]1[C:3]([OH:25])=[CH:4][CH:5]=[C:6]2[C:10]=1[N:9]([CH2:11][CH:12]([NH:14][C:15](=[O:24])[O:16][CH2:17][C:18]1[CH:23]=[CH:22][CH:21]=[CH:20][CH:19]=1)[CH3:13])[N:8]=[CH:7]2.[CH3:26][NH:27][CH2:28][CH2:29][OH:30].